Dataset: Full USPTO retrosynthesis dataset with 1.9M reactions from patents (1976-2016). Task: Predict the reactants needed to synthesize the given product. (1) The reactants are: [Cl:1][C:2]1[CH:7]=[CH:6][C:5]([C:8]([C:10]2[CH:11]=[C:12]3[C:17](=[CH:18][CH:19]=2)[N:16]=[CH:15][CH:14]=[C:13]3[CH2:20][CH2:21][C:22]2[CH:27]=[CH:26][CH:25]=[CH:24][CH:23]=2)=[O:9])=[CH:4][CH:3]=1.ClC1C=C(C(OO)=[O:36])C=CC=1.C([O-])([O-])=O.[K+].[K+]. Given the product [Cl:1][C:2]1[CH:7]=[CH:6][C:5]([C:8]([C:10]2[CH:11]=[C:12]3[C:17](=[CH:18][CH:19]=2)[N+:16]([O-:36])=[CH:15][CH:14]=[C:13]3[CH2:20][CH2:21][C:22]2[CH:23]=[CH:24][CH:25]=[CH:26][CH:27]=2)=[O:9])=[CH:4][CH:3]=1, predict the reactants needed to synthesize it. (2) Given the product [NH2:8][C@@H:9]([C:13]([N:62]1[CH2:61][CH2:60][C:59]2[CH:65]=[CH:66][C:56]([C:53]3[N:52]=[C:51]([C:48]4[CH:49]=[CH:50][C:43]([O:42][CH:40]([CH3:41])[CH3:39])=[C:44]([CH:47]=4)[C:45]#[N:46])[O:55][N:54]=3)=[CH:57][C:58]=2[CH2:64][CH2:63]1)=[O:15])[C@@H:10]([CH3:12])[OH:11], predict the reactants needed to synthesize it. The reactants are: CC(OC([NH:8][C@@H:9]([C:13]([OH:15])=O)[C@@H:10]([CH3:12])[OH:11])=O)(C)C.C(N1CCOCC1)C.C1C=CC2N(O)N=NC=2C=1.C(Cl)CCl.Cl.[CH3:39][CH:40]([O:42][C:43]1[CH:50]=[CH:49][C:48]([C:51]2[O:55][N:54]=[C:53]([C:56]3[CH:66]=[CH:65][C:59]4[CH2:60][CH2:61][NH:62][CH2:63][CH2:64][C:58]=4[CH:57]=3)[N:52]=2)=[CH:47][C:44]=1[C:45]#[N:46])[CH3:41].FC(F)(F)C(O)=O. (3) Given the product [CH:27]([OH:29])=[O:28].[F:24][C:25]1[CH:33]=[C:32]([F:34])[CH:31]=[CH:30][C:26]=1[C:27]([N:20]1[CH2:21][CH2:22][N:17]([C:14]2[CH:15]=[CH:16][C:11]([O:10][CH2:9][CH2:8][CH2:7][N:3]3[CH2:4][CH2:5][CH2:6][C@H:2]3[CH3:1])=[CH:12][CH:13]=2)[C:18](=[O:23])[CH2:19]1)=[O:28], predict the reactants needed to synthesize it. The reactants are: [CH3:1][C@@H:2]1[CH2:6][CH2:5][CH2:4][N:3]1[CH2:7][CH2:8][CH2:9][O:10][C:11]1[CH:16]=[CH:15][C:14]([N:17]2[CH2:22][CH2:21][NH:20][CH2:19][C:18]2=[O:23])=[CH:13][CH:12]=1.[F:24][C:25]1[CH:33]=[C:32]([F:34])[CH:31]=[CH:30][C:26]=1[C:27]([OH:29])=[O:28].CN(C(ON1N=NC2C=CC=CC1=2)=[N+](C)C)C.[B-](F)(F)(F)F. (4) Given the product [CH2:20]([O:13][C:7]1[C:8]([OH:12])=[C:9]([C:10]#[N:11])[C:2]([Br:1])=[C:3]([CH:6]=1)[C:4]#[N:5])[C:21]1[CH:26]=[CH:25][CH:24]=[CH:23][CH:22]=1, predict the reactants needed to synthesize it. The reactants are: [Br:1][C:2]1[C:9]([C:10]#[N:11])=[C:8]([OH:12])[C:7]([OH:13])=[CH:6][C:3]=1[C:4]#[N:5].C(=O)([O-])[O-].[Cs+].[Cs+].[CH2:20](Cl)[C:21]1[CH:26]=[CH:25][CH:24]=[CH:23][CH:22]=1.